From a dataset of Full USPTO retrosynthesis dataset with 1.9M reactions from patents (1976-2016). Predict the reactants needed to synthesize the given product. (1) Given the product [Cl:17][C:18]1[CH:25]=[CH:24][C:21]([CH2:22][N:11]2[CH:12]=[C:7]([O:6][C:5]3[CH:15]=[CH:16][C:2]([F:1])=[CH:3][CH:4]=3)[CH:8]=[CH:9][C:10]2=[O:13])=[CH:20][CH:19]=1, predict the reactants needed to synthesize it. The reactants are: [F:1][C:2]1[CH:16]=[CH:15][C:5]([O:6][C:7]2[CH:8]=[CH:9][C:10]([O:13]C)=[N:11][CH:12]=2)=[CH:4][CH:3]=1.[Cl:17][C:18]1[CH:25]=[CH:24][C:21]([CH2:22]Cl)=[CH:20][CH:19]=1.[Na+].[I-]. (2) The reactants are: [O:1]1[C:5]2[CH:6]=[CH:7][C:8]([C:10]([NH:12][NH2:13])=[O:11])=[CH:9][C:4]=2[CH2:3][CH2:2]1.[Cl:14][CH2:15][C:16](OC)(OC)OC. Given the product [Cl:14][CH2:15][C:16]1[O:11][C:10]([C:8]2[CH:7]=[CH:6][C:5]3[O:1][CH2:2][CH2:3][C:4]=3[CH:9]=2)=[N:12][N:13]=1, predict the reactants needed to synthesize it. (3) Given the product [F:1][C:2]1[CH:3]=[C:4]([C:12]2[C:13]3[CH:20]([CH2:21][C:22]([NH:24][C:25]4[CH:29]=[CH:30][NH:26][N:27]=4)=[O:23])[CH2:19][CH2:18][C:14]=3[CH:15]=[N:16][CH:17]=2)[CH:5]=[CH:6][C:7]=1[C:8]([F:11])([F:9])[F:10], predict the reactants needed to synthesize it. The reactants are: [F:1][C:2]1[CH:3]=[C:4]([C:12]2[C:13]3[CH:20]([CH2:21][C:22]([NH:24][CH3:25])=[O:23])[CH2:19][CH2:18][C:14]=3[CH:15]=[N:16][CH:17]=2)[CH:5]=[CH:6][C:7]=1[C:8]([F:11])([F:10])[F:9].[NH:26]1[CH:30]=[CH:29]C(N)=[N:27]1. (4) Given the product [NH2:25][CH:18]([CH2:19][CH2:20][C:21]([O:23][CH3:24])=[O:22])[CH2:17][C:6]1[C:5]2[C:9](=[CH:10][CH:11]=[C:3]([O:2][CH3:1])[CH:4]=2)[NH:8][C:7]=1[C:12]([O:14][CH2:15][CH3:16])=[O:13], predict the reactants needed to synthesize it. The reactants are: [CH3:1][O:2][C:3]1[CH:4]=[C:5]2[C:9](=[CH:10][CH:11]=1)[NH:8][C:7]([C:12]([O:14][CH2:15][CH3:16])=[O:13])=[C:6]2[CH2:17][CH:18]([N+:25]([O-])=O)[CH2:19][CH2:20][C:21]([O:23][CH3:24])=[O:22].Cl.